Dataset: Full USPTO retrosynthesis dataset with 1.9M reactions from patents (1976-2016). Task: Predict the reactants needed to synthesize the given product. (1) The reactants are: [F:1][C:2]1[CH:3]=[C:4]([CH2:9][C:10]([OH:12])=[O:11])[CH:5]=[CH:6][C:7]=1[F:8].C[Si]([N-][Si](C)(C)C)(C)C.[Na+].[Cl:23][CH2:24][CH2:25][CH2:26]I. Given the product [Cl:23][CH2:24][CH2:25][CH2:26][CH:9]([C:4]1[CH:5]=[CH:6][C:7]([F:8])=[C:2]([F:1])[CH:3]=1)[C:10]([OH:12])=[O:11], predict the reactants needed to synthesize it. (2) Given the product [N:31]1([CH2:38][CH2:39][O:40][C:41]2[CH:42]=[CH:43][C:44]([CH2:47][N:3]([CH2:1][CH3:2])[C:4]3[CH:9]=[C:8]([O:10][CH3:11])[C:7]([O:12][CH3:13])=[CH:6][C:5]=3[CH:14]3[CH2:23][CH2:22][C:21]4[CH:20]=[C:19]([OH:24])[CH:18]=[CH:17][C:16]=4[CH2:15]3)=[N:45][CH:46]=2)[CH2:32][CH2:33][CH2:34][CH2:35][CH2:36][CH2:37]1, predict the reactants needed to synthesize it. The reactants are: [CH2:1]([NH:3][C:4]1[CH:9]=[C:8]([O:10][CH3:11])[C:7]([O:12][CH3:13])=[CH:6][C:5]=1[CH:14]1[CH2:23][CH2:22][C:21]2[CH:20]=[C:19]([O:24]C(=O)C(C)(C)C)[CH:18]=[CH:17][C:16]=2[CH2:15]1)[CH3:2].[N:31]1([CH2:38][CH2:39][O:40][C:41]2[CH:42]=[CH:43][C:44]([C:47]([O-])=O)=[N:45][CH:46]=2)[CH2:37][CH2:36][CH2:35][CH2:34][CH2:33][CH2:32]1.[Na+]. (3) Given the product [I:1][C:2]1[CH:3]=[C:4]([N:8]2[C:12](=[O:13])[CH2:11][N:10]([CH2:18][C:19]([NH2:21])=[O:20])[C:9]2=[O:14])[CH:5]=[CH:6][CH:7]=1, predict the reactants needed to synthesize it. The reactants are: [I:1][C:2]1[CH:3]=[C:4]([N:8]2[C:12](=[O:13])[CH2:11][NH:10][C:9]2=[O:14])[CH:5]=[CH:6][CH:7]=1.[H-].[Na+].Br[CH2:18][C:19]([NH2:21])=[O:20].Cl. (4) Given the product [CH:1]1([C:4]2[CH:5]=[N:6][C:7]([N:14]([C:21]3[CH:22]=[C:23]4[C:27](=[CH:28][CH:29]=3)[N:26]([CH2:37][C:36]3[CH:39]=[CH:40][C:33]([F:32])=[CH:34][CH:35]=3)[CH:25]=[CH:24]4)[C:15](=[O:20])[C:16]([F:17])([F:19])[F:18])=[C:8]([CH:13]=2)[C:9]([O:11][CH3:12])=[O:10])[CH2:3][CH2:2]1, predict the reactants needed to synthesize it. The reactants are: [CH:1]1([C:4]2[CH:5]=[N:6][C:7]([N:14]([C:21]3[CH:22]=[C:23]4[C:27](=[CH:28][CH:29]=3)[NH:26][CH:25]=[CH:24]4)[C:15](=[O:20])[C:16]([F:19])([F:18])[F:17])=[C:8]([CH:13]=2)[C:9]([O:11][CH3:12])=[O:10])[CH2:3][CH2:2]1.[H-].[Na+].[F:32][C:33]1[CH:40]=[CH:39][C:36]([CH2:37]Br)=[CH:35][CH:34]=1.C(OCC)(=O)C. (5) The reactants are: Cl[C:2]1[CH:3]=[C:4]([S:12]([Cl:15])(=[O:14])=[O:13])[CH:5]=C[C:7]=1[C:8]([F:11])([F:10])[F:9].FC(F)(F)C1[N:23]=CC(N)=CC=1. Given the product [F:9][C:8]([F:11])([F:10])[C:7]1[N:23]=[CH:5][C:4]([S:12]([Cl:15])(=[O:14])=[O:13])=[CH:3][CH:2]=1, predict the reactants needed to synthesize it. (6) Given the product [CH3:28][O:29][C:30]1[CH:37]=[CH:36][C:33]([CH2:34][NH:35][C:2]2[N:11]=[C:10]([NH:12][C@H:13]3[CH2:18][CH2:17][CH2:16][CH2:15][C@H:14]3[NH:19][C:20](=[O:26])[O:21][C:22]([CH3:25])([CH3:23])[CH3:24])[C:9]3[C:4](=[CH:5][CH:6]=[C:7]([CH3:27])[CH:8]=3)[N:3]=2)=[CH:32][CH:31]=1, predict the reactants needed to synthesize it. The reactants are: Cl[C:2]1[N:11]=[C:10]([NH:12][C@H:13]2[CH2:18][CH2:17][CH2:16][CH2:15][C@H:14]2[NH:19][C:20](=[O:26])[O:21][C:22]([CH3:25])([CH3:24])[CH3:23])[C:9]2[C:4](=[CH:5][CH:6]=[C:7]([CH3:27])[CH:8]=2)[N:3]=1.[CH3:28][O:29][C:30]1[CH:37]=[CH:36][C:33]([CH2:34][NH2:35])=[CH:32][CH:31]=1.C(O)(=O)C. (7) Given the product [CH3:3][C:1]1([O:5][C:6]([N:8]2[CH2:13][CH2:12][C:11](=[C:14]3[C:20]4[CH:21]=[CH:22][C:75]([Cl:76])=[C:18]([CH:26]([NH:33][C:34]([O:36][C:37]5([CH3:40])[CH2:39][CH2:38]5)=[O:35])[C:27]5[N:28]([CH3:32])[CH:29]=[N:30][CH:31]=5)[C:19]=4[CH:24]=[CH:23][C:16]4[CH:41]=[CH:42][CH:43]=[CH:44][C:15]3=4)[CH2:10][CH2:9]2)=[O:7])[CH2:4][CH2:2]1, predict the reactants needed to synthesize it. The reactants are: [C:1]([O:5][C:6]([N:8]1[CH2:13][CH2:12][C:11](=[C:14]2[C:20]3[CH:21]=[CH:22][C:23](Cl)=[CH:24][C:19]=3[C:18]([CH:26]([NH:33][C:34]([O:36][C:37]3([CH3:40])[CH2:39][CH2:38]3)=[O:35])[C:27]3[N:28]([CH3:32])[CH:29]=[N:30][CH:31]=3)=C[C:16]3[CH:41]=[CH:42][CH:43]=[CH:44][C:15]2=3)[CH2:10][CH2:9]1)=[O:7])([CH3:4])([CH3:3])[CH3:2].FC(F)(F)C(O)=O.C(N(CC)CC)C.CC1(OC(=O)ON2C(=O)CCC2=O)CC1.Cl[CH2:75][Cl:76]. (8) Given the product [F:21][C:2]([F:1])([F:20])[C:3]1[CH:4]=[C:5]([S:9]([C@H:12]2[CH2:13][C@H:14]([C:16]([OH:18])=[O:17])[CH2:15]2)(=[O:10])=[O:11])[CH:6]=[CH:7][CH:8]=1, predict the reactants needed to synthesize it. The reactants are: [F:1][C:2]([F:21])([F:20])[C:3]1[CH:4]=[C:5]([S:9]([C@H:12]2[CH2:15][C@H:14]([C:16]([O:18]C)=[O:17])[CH2:13]2)(=[O:11])=[O:10])[CH:6]=[CH:7][CH:8]=1.O[Li].O. (9) Given the product [F:14][C:15]1[C:20]([F:21])=[CH:19][CH:18]=[CH:17][C:16]=1[C:22]1[N:30]=[C:25]2[CH:26]=[N:27][N:28]([CH2:2][C:3]3[CH:8]=[CH:7][CH:6]=[C:5]([N:9]4[CH:13]=[CH:12][CH:11]=[N:10]4)[CH:4]=3)[CH:29]=[C:24]2[N:23]=1, predict the reactants needed to synthesize it. The reactants are: Cl[CH2:2][C:3]1[CH:4]=[C:5]([N:9]2[CH:13]=[CH:12][CH:11]=[N:10]2)[CH:6]=[CH:7][CH:8]=1.[F:14][C:15]1[C:20]([F:21])=[CH:19][CH:18]=[CH:17][C:16]=1[C:22]1[N:30]=[C:25]2[CH:26]=[N:27][NH:28][CH:29]=[C:24]2[N:23]=1. (10) Given the product [CH2:21]([N:11]1[CH2:12][CH2:13][CH:8]([C:5]2[CH:6]=[CH:7][C:2]([F:1])=[CH:3][CH:4]=2)[CH:9]([OH:14])[CH2:10]1)[C:22]1[CH:27]=[CH:26][CH:25]=[CH:24][CH:23]=1, predict the reactants needed to synthesize it. The reactants are: [F:1][C:2]1[CH:7]=[CH:6][C:5]([CH:8]2[CH2:13][CH2:12][NH:11][CH2:10][CH:9]2[OH:14])=[CH:4][CH:3]=1.C(=O)([O-])[O-].[Na+].[Na+].[CH2:21](Br)[C:22]1[CH:27]=[CH:26][CH:25]=[CH:24][CH:23]=1.